This data is from Peptide-MHC class I binding affinity with 185,985 pairs from IEDB/IMGT. The task is: Regression. Given a peptide amino acid sequence and an MHC pseudo amino acid sequence, predict their binding affinity value. This is MHC class I binding data. The peptide sequence is RAQANDGFI. The MHC is H-2-Db with pseudo-sequence H-2-Db. The binding affinity (normalized) is 0.600.